Dataset: Reaction yield outcomes from USPTO patents with 853,638 reactions. Task: Predict the reaction yield, written as a fraction of the theoretical maximum amount of product (1.0 means a 100% yield; for example, 0.34 means a 34% yield). (1) The reactants are Cl[C:2]1[N:7]=[C:6]([NH:8][C:9]2[CH:14]=[CH:13][CH:12]=[C:11]([OH:15])[CH:10]=2)[C:5]([F:16])=[CH:4][N:3]=1.[NH2:17][CH2:18][CH2:19][C:20]1[C:28]2[C:23](=[CH:24][CH:25]=[CH:26][CH:27]=2)[NH:22][CH:21]=1. No catalyst specified. The product is [F:16][C:5]1[C:6]([NH:8][C:9]2[CH:14]=[CH:13][CH:12]=[C:11]([OH:15])[CH:10]=2)=[N:7][C:2]([NH:17][CH2:18][CH2:19][C:20]2[C:28]3[C:23](=[CH:24][CH:25]=[CH:26][CH:27]=3)[NH:22][CH:21]=2)=[N:3][CH:4]=1. The yield is 0.530. (2) The reactants are [N:1]([CH:4]1[CH2:9][N:8]([C:10]([O:12][C:13]([CH3:16])([CH3:15])[CH3:14])=[O:11])[CH2:7][CH:6]([C:17]([O:19]C)=[O:18])[CH2:5]1)=[N+:2]=[N-:3].[OH-].[Na+]. The catalyst is CO.C(OCC)(=O)C. The product is [N:1]([CH:4]1[CH2:9][N:8]([C:10]([O:12][C:13]([CH3:14])([CH3:15])[CH3:16])=[O:11])[CH2:7][CH:6]([C:17]([OH:19])=[O:18])[CH2:5]1)=[N+:2]=[N-:3]. The yield is 0.830.